The task is: Predict the reactants needed to synthesize the given product.. This data is from Full USPTO retrosynthesis dataset with 1.9M reactions from patents (1976-2016). (1) Given the product [CH3:16][O:15][C:3]1[CH:4]=[C:5]([N:8]2[CH:12]=[C:11]([CH2:13][OH:14])[CH:10]=[N:9]2)[CH:6]=[CH:7][C:2]=1[B:17]1[O:21][C:20]([CH3:23])([CH3:22])[C:19]([CH3:25])([CH3:24])[O:18]1, predict the reactants needed to synthesize it. The reactants are: Br[C:2]1[CH:7]=[CH:6][C:5]([N:8]2[CH:12]=[C:11]([CH2:13][OH:14])[CH:10]=[N:9]2)=[CH:4][C:3]=1[O:15][CH3:16].[B:17]1([B:17]2[O:21][C:20]([CH3:23])([CH3:22])[C:19]([CH3:25])([CH3:24])[O:18]2)[O:21][C:20]([CH3:23])([CH3:22])[C:19]([CH3:25])([CH3:24])[O:18]1.C([O-])(=O)C.[K+]. (2) Given the product [Cl:27][C:21]1[CH:20]=[C:19]([SH:5])[CH:24]=[CH:23][C:22]=1[O:25][CH3:26], predict the reactants needed to synthesize it. The reactants are: C([Si](C(C)C)(C(C)C)[SH:5])(C)C.C(=O)([O-])[O-].[Cs+].[Cs+].Br[C:19]1[CH:24]=[CH:23][C:22]([O:25][CH3:26])=[C:21]([Cl:27])[CH:20]=1.O.